This data is from Forward reaction prediction with 1.9M reactions from USPTO patents (1976-2016). The task is: Predict the product of the given reaction. Given the reactants Br[C:2]1[CH:7]=[CH:6][N:5]=[CH:4][CH:3]=1.Cl.CC[O:11][CH2:12][CH3:13].[Mg+2].[Br-].[Br-].C(#N)[C:18]1[C:19](=C[CH:22]=[CH:23][CH:24]=1)[NH2:20].S(=O)(=O)(O)O, predict the reaction product. The product is: [NH2:20][C:19]1[CH:18]=[CH:24][CH:23]=[CH:22][C:13]=1[C:12]([C:2]1[CH:7]=[CH:6][N:5]=[CH:4][CH:3]=1)=[O:11].